This data is from Peptide-MHC class I binding affinity with 185,985 pairs from IEDB/IMGT. The task is: Regression. Given a peptide amino acid sequence and an MHC pseudo amino acid sequence, predict their binding affinity value. This is MHC class I binding data. (1) The peptide sequence is MFKTKGRYNL. The MHC is HLA-A23:01 with pseudo-sequence HLA-A23:01. The binding affinity (normalized) is 0.294. (2) The peptide sequence is VQTAAAVVF. The MHC is HLA-A30:01 with pseudo-sequence HLA-A30:01. The binding affinity (normalized) is 0.213. (3) The peptide sequence is MAAEQRRSTI. The MHC is HLA-A68:02 with pseudo-sequence HLA-A68:02. The binding affinity (normalized) is 0.477. (4) The MHC is HLA-A02:06 with pseudo-sequence HLA-A02:06. The peptide sequence is IMAFILGIII. The binding affinity (normalized) is 0.254. (5) The MHC is HLA-B58:01 with pseudo-sequence HLA-B58:01. The binding affinity (normalized) is 0.0847. The peptide sequence is VFMDNAFKK. (6) The peptide sequence is STSLSVSLV. The MHC is Mamu-A02 with pseudo-sequence Mamu-A02. The binding affinity (normalized) is 0.581.